This data is from Forward reaction prediction with 1.9M reactions from USPTO patents (1976-2016). The task is: Predict the product of the given reaction. (1) Given the reactants [OH:1][C:2]([C:12]([F:15])([F:14])[F:13])([CH:8]=[C:9]([CH3:11])[CH3:10])[C:3]([O:5]CC)=[O:4].[OH-].[Na+], predict the reaction product. The product is: [OH:1][C:2]([C:12]([F:13])([F:14])[F:15])([CH:8]=[C:9]([CH3:11])[CH3:10])[C:3]([OH:5])=[O:4]. (2) Given the reactants [NH2:1][C:2]1[C:11]2[C:6](=[CH:7][CH:8]=[CH:9][C:10]=2[O:12][CH2:13][C:14]([CH3:19])([CH3:18])[C:15](O)=[O:16])[N:5]=[C:4]([CH3:20])[C:3]=1[C:21]([O:23][CH2:24][CH3:25])=[O:22].[N:26]1[CH:31]=[CH:30][C:29]([CH2:32][NH2:33])=[CH:28][CH:27]=1, predict the reaction product. The product is: [NH2:1][C:2]1[C:11]2[C:6](=[CH:7][CH:8]=[CH:9][C:10]=2[O:12][CH2:13][C:14]([CH3:18])([CH3:19])[C:15](=[O:16])[NH:33][CH2:32][C:29]2[CH:30]=[CH:31][N:26]=[CH:27][CH:28]=2)[N:5]=[C:4]([CH3:20])[C:3]=1[C:21]([O:23][CH2:24][CH3:25])=[O:22].